This data is from Merck oncology drug combination screen with 23,052 pairs across 39 cell lines. The task is: Regression. Given two drug SMILES strings and cell line genomic features, predict the synergy score measuring deviation from expected non-interaction effect. (1) Drug 1: CC(=O)OC1C(=O)C2(C)C(O)CC3OCC3(OC(C)=O)C2C(OC(=O)c2ccccc2)C2(O)CC(OC(=O)C(O)C(NC(=O)c3ccccc3)c3ccccc3)C(C)=C1C2(C)C. Drug 2: COC1=C2CC(C)CC(OC)C(O)C(C)C=C(C)C(OC(N)=O)C(OC)C=CC=C(C)C(=O)NC(=CC1=O)C2=O. Cell line: HCT116. Synergy scores: synergy=-9.50. (2) Drug 1: C#Cc1cccc(Nc2ncnc3cc(OCCOC)c(OCCOC)cc23)c1. Drug 2: Cc1nc(Nc2ncc(C(=O)Nc3c(C)cccc3Cl)s2)cc(N2CCN(CCO)CC2)n1. Cell line: SKMEL30. Synergy scores: synergy=-20.1. (3) Synergy scores: synergy=-9.40. Drug 1: CN1C(=O)C=CC2(C)C3CCC4(C)C(NC(=O)OCC(F)(F)F)CCC4C3CCC12. Cell line: MSTO. Drug 2: Nc1ccn(C2OC(CO)C(O)C2(F)F)c(=O)n1. (4) Drug 1: N#Cc1ccc(Cn2cncc2CN2CCN(c3cccc(Cl)c3)C(=O)C2)cc1. Drug 2: CCC1(O)C(=O)OCc2c1cc1n(c2=O)Cc2cc3c(CN(C)C)c(O)ccc3nc2-1. Cell line: MDAMB436. Synergy scores: synergy=13.0. (5) Drug 1: CS(=O)(=O)CCNCc1ccc(-c2ccc3ncnc(Nc4ccc(OCc5cccc(F)c5)c(Cl)c4)c3c2)o1. Drug 2: O=C(O)C1(Cc2cccc(Nc3nccs3)n2)CCC(Oc2cccc(Cl)c2F)CC1. Cell line: MSTO. Synergy scores: synergy=37.0. (6) Drug 1: CN1C(=O)C=CC2(C)C3CCC4(C)C(NC(=O)OCC(F)(F)F)CCC4C3CCC12. Synergy scores: synergy=3.31. Cell line: A2058. Drug 2: Cn1nnc2c(C(N)=O)ncn2c1=O. (7) Drug 1: COC1CC2CCC(C)C(O)(O2)C(=O)C(=O)N2CCCCC2C(=O)OC(C(C)CC2CCC(OP(C)(C)=O)C(OC)C2)CC(=O)C(C)C=C(C)C(O)C(OC)C(=O)C(C)CC(C)C=CC=CC=C1C. Drug 2: CCC1(O)C(=O)OCc2c1cc1n(c2=O)Cc2cc3c(CN(C)C)c(O)ccc3nc2-1. Cell line: ZR751. Synergy scores: synergy=27.5. (8) Drug 1: COC1=C2CC(C)CC(OC)C(O)C(C)C=C(C)C(OC(N)=O)C(OC)C=CC=C(C)C(=O)NC(=CC1=O)C2=O. Drug 2: CNC(=O)c1cc(Oc2ccc(NC(=O)Nc3ccc(Cl)c(C(F)(F)F)c3)cc2)ccn1. Cell line: OV90. Synergy scores: synergy=-5.19.